From a dataset of Reaction yield outcomes from USPTO patents with 853,638 reactions. Predict the reaction yield, written as a fraction of the theoretical maximum amount of product (1.0 means a 100% yield; for example, 0.34 means a 34% yield). (1) The reactants are [Cl:1][C:2]1[CH:7]=[CH:6][C:5]([S:8]([N:11]([CH2:19][C:20]2[CH:28]=[CH:27][C:23]([C:24]([OH:26])=O)=[CH:22][CH:21]=2)[CH:12]2[CH2:17][CH2:16][CH2:15][CH2:14][CH:13]2[CH3:18])(=[O:10])=[O:9])=[CH:4][CH:3]=1.C(N(CC)CC)C.CS(Cl)(=O)=O.[NH2:41][C@H:42]([CH3:45])[CH2:43][OH:44]. The catalyst is C(OCC)(=O)C.O. The product is [Cl:1][C:2]1[CH:3]=[CH:4][C:5]([S:8]([N:11]([CH2:19][C:20]2[CH:28]=[CH:27][C:23]([C:24]([NH:41][C@H:42]([CH3:45])[CH2:43][OH:44])=[O:26])=[CH:22][CH:21]=2)[CH:12]2[CH2:17][CH2:16][CH2:15][CH2:14][CH:13]2[CH3:18])(=[O:10])=[O:9])=[CH:6][CH:7]=1. The yield is 0.450. (2) The catalyst is CN(C=O)C. The yield is 0.970. The product is [CH3:18][O:19][C:20](=[O:23])[CH2:21][N:7]([C:6]([O:5][C:1]([CH3:4])([CH3:2])[CH3:3])=[O:15])[C:8]1[CH:13]=[C:12]([Cl:14])[CH:11]=[CH:10][N:9]=1. The reactants are [C:1]([O:5][C:6](=[O:15])[NH:7][C:8]1[CH:13]=[C:12]([Cl:14])[CH:11]=[CH:10][N:9]=1)([CH3:4])([CH3:3])[CH3:2].[H-].[Na+].[CH3:18][O:19][C:20](=[O:23])[CH2:21]Br. (3) The reactants are [CH3:1][C:2]1[CH:7]=[CH:6][CH:5]=[CH:4][C:3]=1[C:8](=[O:10])[CH3:9].Cl.[Br:12]Br. The catalyst is C(O)(=O)C. The product is [Br:12][CH2:9][C:8]([C:3]1[CH:4]=[CH:5][CH:6]=[CH:7][C:2]=1[CH3:1])=[O:10]. The yield is 0.960. (4) The reactants are [CH3:1][O:2][C:3]1[CH:4]=[C:5](CCN)[CH:6]=[CH:7][CH:8]=1.Br[CH2:13][CH2:14][CH2:15][C:16]([O:18][CH2:19][CH3:20])=[O:17].[CH:21]([N:24](C(C)C)CC)(C)[CH3:22]. No catalyst specified. The product is [CH2:21]([N:24]([C:5]1[CH:6]=[CH:7][CH:8]=[C:3]([O:2][CH3:1])[CH:4]=1)[CH2:13][CH2:14][CH2:15][C:16]([O:18][CH2:19][CH3:20])=[O:17])[CH3:22]. The yield is 0.950. (5) The catalyst is C(O)C. The reactants are [C:1]([C:3]([C:6]1[CH:7]=[C:8]([CH:29]=[CH:30][CH:31]=1)[C:9]([NH:11][C:12]1[CH:17]=[C:16]([O:18][C:19]2[CH:24]=[CH:23][C:22]([N+:25]([O-])=O)=[CH:21][N:20]=2)[CH:15]=[CH:14][C:13]=1[CH3:28])=[O:10])([CH3:5])[CH3:4])#[N:2].[Cl-].[Ca+2].[Cl-].O. The product is [NH2:25][C:22]1[CH:23]=[CH:24][C:19]([O:18][C:16]2[CH:15]=[CH:14][C:13]([CH3:28])=[C:12]([NH:11][C:9](=[O:10])[C:8]3[CH:29]=[CH:30][CH:31]=[C:6]([C:3]([C:1]#[N:2])([CH3:4])[CH3:5])[CH:7]=3)[CH:17]=2)=[N:20][CH:21]=1. The yield is 0.990.